The task is: Regression. Given a peptide amino acid sequence and an MHC pseudo amino acid sequence, predict their binding affinity value. This is MHC class II binding data.. This data is from Peptide-MHC class II binding affinity with 134,281 pairs from IEDB. (1) The peptide sequence is YFESFVREFVATART. The MHC is DRB5_0101 with pseudo-sequence DRB5_0101. The binding affinity (normalized) is 0.732. (2) The binding affinity (normalized) is 0.445. The MHC is HLA-DQA10101-DQB10501 with pseudo-sequence HLA-DQA10101-DQB10501. The peptide sequence is EKKDFAATQFEPLAA. (3) The peptide sequence is DNEAYEMPSEEGYQD. The MHC is HLA-DQA10501-DQB10201 with pseudo-sequence HLA-DQA10501-DQB10201. The binding affinity (normalized) is 0.316. (4) The peptide sequence is NIMWKQITNELNYVL. The MHC is DRB1_1302 with pseudo-sequence DRB1_1302. The binding affinity (normalized) is 0.687. (5) The peptide sequence is KQAYAATVATAPEVK. The MHC is DRB3_0101 with pseudo-sequence DRB3_0101. The binding affinity (normalized) is 0.433. (6) The peptide sequence is GKREKKLSEFGKAKG. The MHC is DRB1_0101 with pseudo-sequence DRB1_0101. The binding affinity (normalized) is 0.237. (7) The peptide sequence is GATRERSLWIIFSKN. The MHC is DRB1_1501 with pseudo-sequence DRB1_1501. The binding affinity (normalized) is 0.518.